Dataset: Reaction yield outcomes from USPTO patents with 853,638 reactions. Task: Predict the reaction yield, written as a fraction of the theoretical maximum amount of product (1.0 means a 100% yield; for example, 0.34 means a 34% yield). The reactants are [CH3:1][C:2]1[C:3]([C:8]([O:10][CH3:11])=[O:9])=[N:4][CH:5]=[CH:6][N:7]=1.C(OOC(=O)C1C=CC=CC=1)(=O)C1C=CC=CC=1.C(Cl)(Cl)[Cl:31]. No catalyst specified. The product is [Cl:31][CH2:1][C:2]1[C:3]([C:8]([O:10][CH3:11])=[O:9])=[N:4][CH:5]=[CH:6][N:7]=1. The yield is 0.520.